Dataset: Full USPTO retrosynthesis dataset with 1.9M reactions from patents (1976-2016). Task: Predict the reactants needed to synthesize the given product. (1) Given the product [CH:15]1[C:14]2[CH:13]([CH2:12][CH2:11][N:9]([CH3:10])[CH2:8][CH2:7][C:6]([OH:26])=[O:5])[C:25]3[C:20](=[CH:21][CH:22]=[CH:23][CH:24]=3)[C:19]=2[CH:18]=[CH:17][CH:16]=1, predict the reactants needed to synthesize it. The reactants are: C([O:5][C:6](=[O:26])[CH2:7][CH2:8][N:9]([CH2:11][CH2:12][CH:13]1[C:25]2[CH:24]=[CH:23][CH:22]=[CH:21][C:20]=2[C:19]2[C:14]1=[CH:15][CH:16]=[CH:17][CH:18]=2)[CH3:10])(C)(C)C.FC(F)(F)C(O)=O.C([O-])(O)=O.[Na+]. (2) Given the product [C:27]([O:26][C:24]([N:21]1[CH2:22][CH2:23][C:18]([OH:17])([C:2]2[CH:7]=[CH:6][CH:5]=[CH:4][C:3]=2[C:8]([F:11])([F:10])[F:9])[CH2:19][CH2:20]1)=[O:25])([CH3:30])([CH3:28])[CH3:29], predict the reactants needed to synthesize it. The reactants are: Br[C:2]1[CH:7]=[CH:6][CH:5]=[CH:4][C:3]=1[C:8]([F:11])([F:10])[F:9].C([Li])CCC.[O:17]=[C:18]1[CH2:23][CH2:22][N:21]([C:24]([O:26][C:27]([CH3:30])([CH3:29])[CH3:28])=[O:25])[CH2:20][CH2:19]1. (3) Given the product [F:29][C:27]1[CH:26]=[CH:25][C:24]2[O:30][CH2:2][C@@H:3]([OH:31])[CH2:4][NH:5][C:6](=[O:7])[C:8]3=[C:12]4[N:13]=[C:14]([CH:15]=[CH:16][N:11]4[N:10]=[CH:9]3)[N:17]3[C@H:18]([CH2:19][C@@H:20]([OH:22])[CH2:21]3)[C:23]=2[CH:28]=1, predict the reactants needed to synthesize it. The reactants are: Cl[CH2:2][C@@H:3]([OH:31])[CH2:4][NH:5][C:6]([C:8]1[CH:9]=[N:10][N:11]2[CH:16]=[CH:15][C:14]([N:17]3[CH2:21][CH:20]([OH:22])[CH2:19][C@@H:18]3[C:23]3[CH:28]=[C:27]([F:29])[CH:26]=[CH:25][C:24]=3[OH:30])=[N:13][C:12]=12)=[O:7].C([O-])([O-])=O.[Cs+].[Cs+]. (4) Given the product [CH2:1]([C:3]1[CH:8]=[CH:7][C:6]([CH:9]2[CH2:14][N:13]([C:26]([N:20]3[CH2:25][CH2:24][O:23][CH2:22][CH2:21]3)=[O:27])[CH2:12][CH:11]([NH:15][C:16](=[O:19])[O:17][CH3:18])[CH2:10]2)=[CH:5][CH:4]=1)[CH3:2], predict the reactants needed to synthesize it. The reactants are: [CH2:1]([C:3]1[CH:8]=[CH:7][C:6]([CH:9]2[CH2:14][NH:13][CH2:12][CH:11]([NH:15][C:16](=[O:19])[O:17][CH3:18])[CH2:10]2)=[CH:5][CH:4]=1)[CH3:2].[N:20]1([C:26](Cl)=[O:27])[CH2:25][CH2:24][O:23][CH2:22][CH2:21]1. (5) Given the product [CH:1]1([C:4]2[N:9]=[C:8]3[NH:10][CH:11]=[C:12]([C:13]4[C:14]([CH3:27])=[N:15][N:16]([CH2:19][C:20]5[CH:25]=[CH:24][CH:23]=[C:22]([F:26])[CH:21]=5)[C:17]=4[CH3:18])[C:7]3=[CH:6][C:5]=2[C:38]2[CH:43]=[CH:42][C:41]([N:44]3[CH2:45][CH2:46][N:47]([C:50]([O:52][C:53]([CH3:56])([CH3:55])[CH3:54])=[O:51])[CH2:48][CH2:49]3)=[CH:40][CH:39]=2)[CH2:2][CH2:3]1, predict the reactants needed to synthesize it. The reactants are: [CH:1]1([C:4]2[N:9]=[C:8]3[N:10](S(C4C=CC(C)=CC=4)(=O)=O)[CH:11]=[C:12]([C:13]4[C:14]([CH3:27])=[N:15][N:16]([CH2:19][C:20]5[CH:25]=[CH:24][CH:23]=[C:22]([F:26])[CH:21]=5)[C:17]=4[CH3:18])[C:7]3=[CH:6][C:5]=2[C:38]2[CH:43]=[CH:42][C:41]([N:44]3[CH2:49][CH2:48][N:47]([C:50]([O:52][C:53]([CH3:56])([CH3:55])[CH3:54])=[O:51])[CH2:46][CH2:45]3)=[CH:40][CH:39]=2)[CH2:3][CH2:2]1.[OH-].[Li+].